Dataset: Forward reaction prediction with 1.9M reactions from USPTO patents (1976-2016). Task: Predict the product of the given reaction. (1) Given the reactants C1CN([P+](ON2N=NC3C=CC=CC2=3)(N2CCCC2)N2CCCC2)CC1.F[P-](F)(F)(F)(F)F.CCN(C(C)C)C(C)C.[O:43]1[CH2:47][CH2:46][O:45][CH:44]1[C:48]1[S:52][C:51]([C:53]([OH:55])=O)=[CH:50][C:49]=1[CH3:56].[CH2:57]([O:64][C:65]1[C:74]([CH3:75])=[CH:73][C:68]([C:69]([NH:71][NH2:72])=[O:70])=[CH:67][C:66]=1[CH2:76][CH3:77])[C:58]1[CH:63]=[CH:62][CH:61]=[CH:60][CH:59]=1, predict the reaction product. The product is: [CH2:57]([O:64][C:65]1[C:74]([CH3:75])=[CH:73][C:68]([C:69]([NH:71][NH:72][C:53]([C:51]2[S:52][C:48]([CH:44]3[O:43][CH2:47][CH2:46][O:45]3)=[C:49]([CH3:56])[CH:50]=2)=[O:55])=[O:70])=[CH:67][C:66]=1[CH2:76][CH3:77])[C:58]1[CH:59]=[CH:60][CH:61]=[CH:62][CH:63]=1. (2) Given the reactants [CH3:1][C:2]([CH3:38])([CH3:37])[C:3]([O:5][C:6]1[CH:11]=[CH:10][C:9]([C:12]([C:24]2[CH:29]=[CH:28][C:27]([O:30][C:31](=[O:36])[C:32]([CH3:35])([CH3:34])[CH3:33])=[CH:26][CH:25]=2)=[C:13]([C:17]2[CH:22]=[CH:21][CH:20]=[C:19]([OH:23])[CH:18]=2)[CH2:14][CH2:15][CH3:16])=[CH:8][CH:7]=1)=[O:4].C([O-])([O-])=O.[K+].[K+].O.Cl.Cl[CH2:48][CH2:49][N:50]1[CH2:55][CH2:54][CH2:53][CH2:52][CH2:51]1, predict the reaction product. The product is: [CH3:33][C:32]([CH3:35])([CH3:34])[C:31]([O:30][C:27]1[CH:26]=[CH:25][C:24]([C:12]([C:9]2[CH:8]=[CH:7][C:6]([O:5][C:3](=[O:4])[C:2]([CH3:37])([CH3:1])[CH3:38])=[CH:11][CH:10]=2)=[C:13]([C:17]2[CH:22]=[CH:21][CH:20]=[C:19]([O:23][CH2:48][CH2:49][N:50]3[CH2:55][CH2:54][CH2:53][CH2:52][CH2:51]3)[CH:18]=2)[CH2:14][CH2:15][CH3:16])=[CH:29][CH:28]=1)=[O:36]. (3) Given the reactants [N:1]1[N:2]([C:6]2[CH:41]=[CH:40][CH:39]=[CH:38][C:7]=2[C:8]([N:10]2[C@H:15]([CH3:16])[CH2:14][CH2:13][C@@H:12]([O:17][C:18]3[CH:23]=[C:22]([C:24]([OH:37])([CH3:36])[C:25](P(=O)(OCC)OCC)([F:27])[F:26])[CH:21]=[CH:20][N:19]=3)[CH2:11]2)=[O:9])[N:3]=[CH:4][CH:5]=1.C[O-].[Na+].CO, predict the reaction product. The product is: [F:27][CH:25]([F:26])[C:24]([C:22]1[CH:21]=[CH:20][N:19]=[C:18]([O:17][C@@H:12]2[CH2:13][CH2:14][C@@H:15]([CH3:16])[N:10]([C:8]([C:7]3[CH:38]=[CH:39][CH:40]=[CH:41][C:6]=3[N:2]3[N:3]=[CH:4][CH:5]=[N:1]3)=[O:9])[CH2:11]2)[CH:23]=1)([OH:37])[CH3:36]. (4) Given the reactants C[C:2]1[C:11]([N+:12]([O-])=O)=[CH:10][C:9]2[CH2:8][CH:7]([NH:15][CH2:16][CH2:17][C:18]3[CH:23]=[CH:22][CH:21]=[CH:20][CH:19]=3)[CH2:6][CH2:5][C:4]=2[N:3]=1.[H][H].[CH3:26]CO, predict the reaction product. The product is: [CH3:26][N:15]([CH2:16][CH2:17][C:18]1[CH:19]=[CH:20][CH:21]=[CH:22][CH:23]=1)[CH:7]1[CH2:6][CH2:5][C:4]2[N:3]=[CH:2][C:11]([NH2:12])=[CH:10][C:9]=2[CH2:8]1. (5) Given the reactants [C:1]1([C:27]2[CH:32]=[CH:31][CH:30]=[CH:29][CH:28]=2)[CH:6]=[CH:5][CH:4]=[C:3]([NH:7][C:8](=[O:26])[CH2:9][CH2:10][CH2:11][CH2:12][CH2:13][NH:14][C:15](=[O:25])[CH2:16][CH:17]2[C:21](=[O:22])[O:20][C:19](C)(C)[O:18]2)[CH:2]=1.CC1C=CC(S(O)(=O)=O)=CC=1, predict the reaction product. The product is: [C:1]1([C:27]2[CH:32]=[CH:31][CH:30]=[CH:29][CH:28]=2)[CH:6]=[CH:5][CH:4]=[C:3]([NH:7][C:8](=[O:26])[CH2:9][CH2:10][CH2:11][CH2:12][CH2:13][NH:14][C:15](=[O:25])[CH2:16][CH:17]([OH:18])[C:21]([O:20][CH3:19])=[O:22])[CH:2]=1. (6) Given the reactants CO[C:3](=[O:18])[CH2:4][C@:5]1([NH2:17])[C:13]2[C:8](=[CH:9][CH:10]=[C:11]([N+:14]([O-:16])=[O:15])[CH:12]=2)[CH2:7][CH2:6]1.[C:19]([O:23][C:24](=[O:30])[NH:25][C:26]([NH:28][CH3:29])=S)([CH3:22])([CH3:21])[CH3:20], predict the reaction product. The product is: [C:19]([O:23][C:24](=[O:30])[NH:25][C:26]1[N:28]([CH3:29])[C:3](=[O:18])[CH2:4][C@@:5]2([C:13]3[C:8](=[CH:9][CH:10]=[C:11]([N+:14]([O-:16])=[O:15])[CH:12]=3)[CH2:7][CH2:6]2)[N:17]=1)([CH3:22])([CH3:21])[CH3:20]. (7) Given the reactants [H-].[Na+].[Br:3][C:4]1[CH:11]=[CH:10][CH:9]=[CH:8][C:5]=1[CH2:6][OH:7].[F:12][C:13]1[CH:20]=[CH:19][CH:18]=[C:17](F)[C:14]=1[C:15]#[N:16], predict the reaction product. The product is: [F:12][C:13]1[CH:20]=[CH:19][CH:18]=[C:17]([O:7][CH2:6][C:5]2[CH:8]=[CH:9][CH:10]=[CH:11][C:4]=2[Br:3])[C:14]=1[C:15]#[N:16].